Predict the reaction yield, written as a fraction of the theoretical maximum amount of product (1.0 means a 100% yield; for example, 0.34 means a 34% yield). From a dataset of Reaction yield outcomes from USPTO patents with 853,638 reactions. (1) The reactants are Cl.[F:2][C:3]1[CH:8]=[CH:7][C:6]([C@H:9]2[CH2:11][C@H:10]2[NH2:12])=[CH:5][CH:4]=1.C([O-])(O)=O.[Na+].[F:18][CH:19]([F:29])[C:20]1[C:24]([C:25](Cl)=[O:26])=[CH:23][N:22]([CH3:28])[N:21]=1.CCOC(C)=O.CCCCCC. The catalyst is ClCCl. The product is [F:2][C:3]1[CH:4]=[CH:5][C:6]([C@H:9]2[CH2:11][C@H:10]2[NH:12][C:25]([C:24]2[C:20]([CH:19]([F:29])[F:18])=[N:21][N:22]([CH3:28])[CH:23]=2)=[O:26])=[CH:7][CH:8]=1. The yield is 0.850. (2) The product is [CH3:1][C:2]1[CH:28]=[CH:27][C:5]2[S:6][C:7]([C:9]3[C:13]([C:14]([OH:16])=[O:15])=[CH:12][N:11]([CH2:19][O:20][CH2:21][CH2:22][Si:23]([CH3:25])([CH3:24])[CH3:26])[N:10]=3)=[CH:8][C:4]=2[CH:3]=1. The catalyst is O1CCOCC1. The yield is 0.610. The reactants are [CH3:1][C:2]1[CH:28]=[CH:27][C:5]2[S:6][C:7]([C:9]3[C:13]([C:14]([O:16]CC)=[O:15])=[CH:12][N:11]([CH2:19][O:20][CH2:21][CH2:22][Si:23]([CH3:26])([CH3:25])[CH3:24])[N:10]=3)=[CH:8][C:4]=2[CH:3]=1.[OH-].[Na+]. (3) The reactants are [F:1][C:2]1[CH:7]=[CH:6][C:5]([C:8]2[C:12]([C:13](O)=[O:14])=[C:11]([C:16]([F:19])([F:18])[F:17])[O:10][N:9]=2)=[CH:4][CH:3]=1.C1(C2C(C(O)=O)=C(C(F)(F)F)ON=2)C=CC=CC=1. No catalyst specified. The product is [F:1][C:2]1[CH:7]=[CH:6][C:5]([C:8]2[C:12]([CH2:13][OH:14])=[C:11]([C:16]([F:18])([F:17])[F:19])[O:10][N:9]=2)=[CH:4][CH:3]=1. The yield is 0.560.